This data is from Forward reaction prediction with 1.9M reactions from USPTO patents (1976-2016). The task is: Predict the product of the given reaction. The product is: [CH3:4][O:5][C:6]([C:8]1[S:9][C:10]([S:2][CH3:1])=[C:11]([S:13]([C:16]2[CH:21]=[C:20]([O:22][C:23]([CH3:26])([CH3:25])[CH3:24])[CH:19]=[C:18]([Br:27])[CH:17]=2)(=[O:15])=[O:14])[CH:12]=1)=[O:7]. Given the reactants [CH3:1][S-:2].[Na+].[CH3:4][O:5][C:6]([C:8]1[S:9][C:10]([N+]([O-])=O)=[C:11]([S:13]([C:16]2[CH:21]=[C:20]([O:22][C:23]([CH3:26])([CH3:25])[CH3:24])[CH:19]=[C:18]([Br:27])[CH:17]=2)(=[O:15])=[O:14])[CH:12]=1)=[O:7].C(O)(=O)C, predict the reaction product.